This data is from Forward reaction prediction with 1.9M reactions from USPTO patents (1976-2016). The task is: Predict the product of the given reaction. Given the reactants [O:1]=[C:2]1[CH2:7][CH2:6][C:5]([C:10]2[CH:11]=[N:12][CH:13]=[CH:14][CH:15]=2)([C:8]#[N:9])[CH2:4][CH2:3]1.[CH2:16](O)[CH2:17][OH:18].CC1C=CC(S(O)(=O)=O)=CC=1.O, predict the reaction product. The product is: [N:12]1[CH:13]=[CH:14][CH:15]=[C:10]([C:5]2([C:8]#[N:9])[CH2:4][CH2:3][C:2]3([O:18][CH2:17][CH2:16][O:1]3)[CH2:7][CH2:6]2)[CH:11]=1.